This data is from Full USPTO retrosynthesis dataset with 1.9M reactions from patents (1976-2016). The task is: Predict the reactants needed to synthesize the given product. (1) Given the product [F:40][C:2]([F:1])([CH2:36][CH2:37][CH2:38][CH3:39])[C:3](=[O:35])[CH2:4][CH2:5][C@H:6]1[C@H:10]([O:11][CH:12]2[CH2:17][CH2:16][CH2:15][CH2:14][O:13]2)[CH2:9][C:8](=[O:18])[C@@H:7]1[CH2:19]/[CH:20]=[CH:21]\[CH2:22][CH2:23][CH2:24][C:25]([O:27][CH2:28][C:29]1[CH:30]=[CH:31][CH:32]=[CH:33][CH:34]=1)=[O:26], predict the reactants needed to synthesize it. The reactants are: [F:1][C:2]([F:40])([CH2:36][CH2:37][CH2:38][CH3:39])[CH:3]([OH:35])[CH2:4][CH2:5][C@H:6]1[C@H:10]([O:11][CH:12]2[CH2:17][CH2:16][CH2:15][CH2:14][O:13]2)[CH2:9][C@H:8]([OH:18])[C@@H:7]1[CH2:19]/[CH:20]=[CH:21]\[CH2:22][CH2:23][CH2:24][C:25]([O:27][CH2:28][C:29]1[CH:34]=[CH:33][CH:32]=[CH:31][CH:30]=1)=[O:26].ClCCl.C(N(C(C)C)CC)(C)C. (2) Given the product [F:28][C:25]([F:26])([F:27])[O:24][C:21]1[CH:22]=[CH:23][C:18]([CH2:17][C@H:9]2[CH2:8][C@H:7]([C:5]3[O:4][NH:3][C:2](=[O:1])[CH:6]=3)[CH2:12][CH2:11][NH:10]2)=[CH:19][CH:20]=1, predict the reactants needed to synthesize it. The reactants are: [O:1]=[C:2]1[CH:6]=[C:5]([C@@H:7]2[CH2:12][CH2:11][N:10](C(OC)=O)[C@@H:9]([CH2:17][C:18]3[CH:23]=[CH:22][C:21]([O:24][C:25]([F:28])([F:27])[F:26])=[CH:20][CH:19]=3)[CH2:8]2)[O:4][NH:3]1.Br. (3) Given the product [C:21]([NH:1][C:2]1[CH:11]=[CH:10][C:5]([C:6]([O:8][CH3:9])=[O:7])=[C:4]([O:12][CH3:13])[CH:3]=1)(=[O:23])[CH3:22], predict the reactants needed to synthesize it. The reactants are: [NH2:1][C:2]1[CH:11]=[CH:10][C:5]([C:6]([O:8][CH3:9])=[O:7])=[C:4]([O:12][CH3:13])[CH:3]=1.C(N(CC)CC)C.[C:21](Cl)(=[O:23])[CH3:22]. (4) Given the product [CH2:27]([N:5]1[C:6]2[C:11](=[CH:10][CH:9]=[C:8]([C:12]([F:14])([F:15])[F:13])[CH:7]=2)[C:2]([CH3:1])=[C:3]([C:17]([O:19][CH2:31][CH3:32])=[O:18])[C:4]1=[O:16])[CH2:28][CH2:29][CH3:30], predict the reactants needed to synthesize it. The reactants are: [CH3:1][C:2]1[C:11]2[C:6](=[CH:7][C:8]([C:12]([F:15])([F:14])[F:13])=[CH:9][CH:10]=2)[NH:5][C:4](=[O:16])[C:3]=1[C:17]([O-:19])=[O:18].C([O-])([O-])=O.[K+].[K+].Br[CH2:27][CH2:28][CH2:29][CH3:30].[CH3:31][CH2:32]OC(C)=O.CCCCCC. (5) Given the product [CH2:17]1[CH2:23][CH2:21][CH:20]([N:7]=[C:8]=[N:9][CH:4]2[CH2:3][CH2:2][CH2:1][CH2:6][CH2:5]2)[CH2:19][CH2:18]1, predict the reactants needed to synthesize it. The reactants are: [CH:1]1[CH:6]=[C:5]2[NH:7][C:8](C3C=CC(Br)=CC=3)=[N:9][C:4]2=[CH:3][CH:2]=1.[CH:17](O)=[CH:18][CH2:19][CH2:20][CH3:21].[C:23](Cl)(=O)C(Cl)=O. (6) Given the product [CH3:2][O:3][C:4]1[CH:14]=[CH:13][C:7]2[CH2:8][CH2:9][N:10]([CH3:17])[CH2:11][CH2:12][C:6]=2[CH:5]=1, predict the reactants needed to synthesize it. The reactants are: Cl.[CH3:2][O:3][C:4]1[CH:14]=[CH:13][C:7]2[CH2:8][CH2:9][NH:10][CH2:11][CH2:12][C:6]=2[CH:5]=1.C=O.[C:17](O[BH-](OC(=O)C)OC(=O)C)(=O)C.[Na+].[OH-].[Na+]. (7) Given the product [CH2:10]([S:17][C:18]1[C:19]([O:33][CH3:34])=[C:20]([C:2]2[C:3](=[O:9])[N:4]([CH3:8])[CH:5]=[CH:6][CH:7]=2)[CH:21]=[CH:22][CH:23]=1)[C:11]1[CH:12]=[CH:13][CH:14]=[CH:15][CH:16]=1, predict the reactants needed to synthesize it. The reactants are: Br[C:2]1[C:3](=[O:9])[N:4]([CH3:8])[CH:5]=[CH:6][CH:7]=1.[CH2:10]([S:17][C:18]1[C:19]([O:33][CH3:34])=[C:20](B2OC(C)(C)C(C)(C)O2)[CH:21]=[CH:22][CH:23]=1)[C:11]1[CH:16]=[CH:15][CH:14]=[CH:13][CH:12]=1.CS(C)=O.